Dataset: Reaction yield outcomes from USPTO patents with 853,638 reactions. Task: Predict the reaction yield, written as a fraction of the theoretical maximum amount of product (1.0 means a 100% yield; for example, 0.34 means a 34% yield). (1) The reactants are [CH3:1][N:2]([CH3:16])[C:3]1[S:4][C@H:5]2[O:11][C@H:10]([CH2:12][OH:13])[C@@H:9]([OH:14])[C@H:8]([OH:15])[C@H:6]2[N:7]=1.CCN(CC)CC.[C:24]([Si:28](Cl)([CH3:30])[CH3:29])([CH3:27])([CH3:26])[CH3:25]. The catalyst is CN(C1C=CN=CC=1)C.CN(C=O)C. The product is [Si:28]([O:13][CH2:12][C@H:10]1[O:11][C@H:5]2[C@H:6]([N:7]=[C:3]([N:2]([CH3:16])[CH3:1])[S:4]2)[C@@H:8]([OH:15])[C@@H:9]1[OH:14])([C:24]([CH3:27])([CH3:26])[CH3:25])([CH3:30])[CH3:29]. The yield is 0.650. (2) The reactants are [I:1][C:2]1[CH:3]=[C:4]2[C:8](=[CH:9][CH:10]=1)[N:7]([CH:11]1[CH2:16][CH2:15][CH2:14][CH2:13][O:12]1)[N:6]=[C:5]2[CH:17]=O.[CH3:19][N:20]([CH2:28][CH2:29][NH:30][CH3:31])[C:21](=[O:27])[O:22][C:23]([CH3:26])([CH3:25])[CH3:24].[Na]. The catalyst is CO.O.[Cl-].[Zn+2].[Cl-]. The product is [I:1][C:2]1[CH:3]=[C:4]2[C:8](=[CH:9][CH:10]=1)[N:7]([CH:11]1[CH2:16][CH2:15][CH2:14][CH2:13][O:12]1)[N:6]=[C:5]2[CH2:17][N:30]([CH3:31])[CH2:29][CH2:28][N:20]([CH3:19])[C:21](=[O:27])[O:22][C:23]([CH3:24])([CH3:25])[CH3:26]. The yield is 0.687. (3) The reactants are [CH3:1][NH:2][CH2:3][C:4]1[CH:13]=[CH:12][C:11]2[C:6](=CC=CC=2)[C:5]=1CCC.Cl.[O:18]=[C:19]1[NH:28][C:27]2[N:26]=[CH:25][C:24](/[CH:29]=[CH:30]/[C:31]([OH:33])=O)=[CH:23][C:22]=2[CH2:21][CH2:20]1.Cl.CN1CC2C=C(/C=C/C(O)=O)C=NC=2[NH:39][C:38](=[O:52])[CH2:37]1. No catalyst specified. The product is [C:38]([NH:39][C:11]1[CH:6]=[CH:5][C:4]([CH2:3][N:2]([CH3:1])[C:31](=[O:33])/[CH:30]=[CH:29]/[C:24]2[CH:25]=[N:26][C:27]3[NH:28][C:19](=[O:18])[CH2:20][CH2:21][C:22]=3[CH:23]=2)=[CH:13][CH:12]=1)(=[O:52])[CH3:37]. The yield is 0.530. (4) The reactants are Cl.[CH2:2]1[C:7]2([CH2:12][CH2:11][N:10]([C:13]([O:15][C:16]([CH3:19])([CH3:18])[CH3:17])=[O:14])[CH2:9][CH2:8]2)[CH2:6][NH:5][CH2:4][CH2:3]1.C(=O)([O-])[O-].[Cs+].[Cs+].Br[CH2:27][CH2:28][C:29]#[CH:30]. The catalyst is C(#N)C. The product is [CH2:30]([N:5]1[CH2:6][C:7]2([CH2:8][CH2:9][N:10]([C:13]([O:15][C:16]([CH3:19])([CH3:18])[CH3:17])=[O:14])[CH2:11][CH2:12]2)[CH2:2][CH2:3][CH2:4]1)[CH2:29][C:28]#[CH:27]. The yield is 0.720.